Dataset: Forward reaction prediction with 1.9M reactions from USPTO patents (1976-2016). Task: Predict the product of the given reaction. (1) Given the reactants [Cl:1][C:2]1[S:6][C:5]([C:7]([NH:9][CH2:10][CH2:11][C:12]([OH:14])=O)=[O:8])=[CH:4][CH:3]=1.[B-](F)(F)(F)F.CCOC(C(C#N)=N[O:27][C:28]([N:32]([CH3:34])[CH3:33])=[N+](C)C)=O.O[C:38]1[C:46]2N=N[NH:43][C:42]=2[CH:41]=[CH:40][CH:39]=1.[CH2:47]([N:49](CC)[CH2:50]C)C.[CH3:54]N(C=O)C, predict the reaction product. The product is: [O:14]=[C:12]([N:43]1[C:42]2[C:41](=[CH:54][C:34]([N:32]3[CH:33]=[CH:50][N:49]=[CH:47][C:28]3=[O:27])=[CH:38][CH:46]=2)[CH:40]=[CH:39]1)[CH2:11][CH2:10][NH:9][C:7]([C:5]1[S:6][C:2]([Cl:1])=[CH:3][CH:4]=1)=[O:8]. (2) Given the reactants Cl.[CH2:2]([NH:9][OH:10])[C:3]1[CH:8]=[CH:7][CH:6]=[CH:5][CH:4]=1.[CH3:11][N:12]1[CH2:17][CH2:16][N:15]([S:18]([C:21]2[CH:28]=[CH:27][CH:26]=[CH:25][C:22]=2[CH:23]=O)(=[O:20])=[O:19])[CH2:14][CH2:13]1, predict the reaction product. The product is: [CH2:2]([N+:9]([O-:10])=[CH:23][C:22]1[CH:25]=[CH:26][CH:27]=[CH:28][C:21]=1[S:18]([N:15]1[CH2:14][CH2:13][N:12]([CH3:11])[CH2:17][CH2:16]1)(=[O:19])=[O:20])[C:3]1[CH:8]=[CH:7][CH:6]=[CH:5][CH:4]=1.